From a dataset of Peptide-MHC class II binding affinity with 134,281 pairs from IEDB. Regression. Given a peptide amino acid sequence and an MHC pseudo amino acid sequence, predict their binding affinity value. This is MHC class II binding data. (1) The MHC is DRB1_0401 with pseudo-sequence DRB1_0401. The peptide sequence is LKELIKVGLPSFENL. The binding affinity (normalized) is 0.529. (2) The peptide sequence is MWALGENMAPEKVDF. The MHC is DRB3_0101 with pseudo-sequence DRB3_0101. The binding affinity (normalized) is 0. (3) The peptide sequence is EKKYFAATQFEPPAA. The MHC is HLA-DPA10201-DPB10101 with pseudo-sequence HLA-DPA10201-DPB10101. The binding affinity (normalized) is 0.841. (4) The peptide sequence is GEVLNALAYDVPIPG. The MHC is HLA-DPA10201-DPB10101 with pseudo-sequence HLA-DPA10201-DPB10101. The binding affinity (normalized) is 0.122. (5) The peptide sequence is TPFPHRKGVLFNIQYVNYWF. The MHC is DRB1_0101 with pseudo-sequence DRB1_0101. The binding affinity (normalized) is 0.557. (6) The peptide sequence is EAKYDAYVATVSEAL. The MHC is HLA-DPA10201-DPB11401 with pseudo-sequence HLA-DPA10201-DPB11401. The binding affinity (normalized) is 0.471. (7) The peptide sequence is GLEWNDNTVRVSETL. The MHC is DRB1_0401 with pseudo-sequence DRB1_0401. The binding affinity (normalized) is 0.211. (8) The peptide sequence is NMVRRGVRSLSNKIK. The MHC is H-2-IAd with pseudo-sequence H-2-IAd. The binding affinity (normalized) is 0.382. (9) The peptide sequence is PNITATYGDKWLDAK. The MHC is HLA-DQA10101-DQB10501 with pseudo-sequence HLA-DQA10101-DQB10501. The binding affinity (normalized) is 0.400. (10) The peptide sequence is EDHWFSRENSLSGVE. The MHC is DRB1_0401 with pseudo-sequence DRB1_0401. The binding affinity (normalized) is 0.870.